Dataset: NCI-60 drug combinations with 297,098 pairs across 59 cell lines. Task: Regression. Given two drug SMILES strings and cell line genomic features, predict the synergy score measuring deviation from expected non-interaction effect. (1) Drug 1: C1CCC(C1)C(CC#N)N2C=C(C=N2)C3=C4C=CNC4=NC=N3. Drug 2: CC(C)NC(=O)C1=CC=C(C=C1)CNNC.Cl. Cell line: HCC-2998. Synergy scores: CSS=-6.11, Synergy_ZIP=4.19, Synergy_Bliss=-6.74, Synergy_Loewe=-10.6, Synergy_HSA=-12.0. (2) Drug 1: CNC(=O)C1=NC=CC(=C1)OC2=CC=C(C=C2)NC(=O)NC3=CC(=C(C=C3)Cl)C(F)(F)F. Drug 2: C1=NNC2=C1C(=O)NC=N2. Cell line: 786-0. Synergy scores: CSS=0.632, Synergy_ZIP=-0.0395, Synergy_Bliss=1.24, Synergy_Loewe=-2.02, Synergy_HSA=-1.74. (3) Drug 1: CC1=C(C=C(C=C1)NC2=NC=CC(=N2)N(C)C3=CC4=NN(C(=C4C=C3)C)C)S(=O)(=O)N.Cl. Drug 2: C1CC(=O)NC(=O)C1N2C(=O)C3=CC=CC=C3C2=O. Cell line: CCRF-CEM. Synergy scores: CSS=6.25, Synergy_ZIP=-0.679, Synergy_Bliss=4.58, Synergy_Loewe=3.65, Synergy_HSA=4.30. (4) Drug 1: CCC1=CC2CC(C3=C(CN(C2)C1)C4=CC=CC=C4N3)(C5=C(C=C6C(=C5)C78CCN9C7C(C=CC9)(C(C(C8N6C)(C(=O)OC)O)OC(=O)C)CC)OC)C(=O)OC.C(C(C(=O)O)O)(C(=O)O)O. Drug 2: CC(C)(C#N)C1=CC(=CC(=C1)CN2C=NC=N2)C(C)(C)C#N. Cell line: 786-0. Synergy scores: CSS=12.8, Synergy_ZIP=-2.02, Synergy_Bliss=-3.67, Synergy_Loewe=-2.03, Synergy_HSA=-2.09. (5) Synergy scores: CSS=56.6, Synergy_ZIP=4.03, Synergy_Bliss=6.74, Synergy_Loewe=5.69, Synergy_HSA=4.15. Drug 1: CC1C(C(CC(O1)OC2CC(CC3=C2C(=C4C(=C3O)C(=O)C5=C(C4=O)C(=CC=C5)OC)O)(C(=O)CO)O)N)O.Cl. Cell line: UACC62. Drug 2: CC12CCC3C(C1CCC2OP(=O)(O)O)CCC4=C3C=CC(=C4)OC(=O)N(CCCl)CCCl.[Na+]. (6) Drug 1: CCC1(CC2CC(C3=C(CCN(C2)C1)C4=CC=CC=C4N3)(C5=C(C=C6C(=C5)C78CCN9C7C(C=CC9)(C(C(C8N6C=O)(C(=O)OC)O)OC(=O)C)CC)OC)C(=O)OC)O.OS(=O)(=O)O. Drug 2: C1C(C(OC1N2C=NC3=C(N=C(N=C32)Cl)N)CO)O. Cell line: A549. Synergy scores: CSS=10.2, Synergy_ZIP=-1.86, Synergy_Bliss=-3.29, Synergy_Loewe=-4.94, Synergy_HSA=-3.91. (7) Drug 1: C1=CC(=C2C(=C1NCCNCCO)C(=O)C3=C(C=CC(=C3C2=O)O)O)NCCNCCO. Synergy scores: CSS=36.5, Synergy_ZIP=5.75, Synergy_Bliss=3.01, Synergy_Loewe=-9.55, Synergy_HSA=1.10. Drug 2: CC(C)CN1C=NC2=C1C3=CC=CC=C3N=C2N. Cell line: HT29.